Dataset: Forward reaction prediction with 1.9M reactions from USPTO patents (1976-2016). Task: Predict the product of the given reaction. (1) Given the reactants [CH2:1]([C:3]([C:24]1[CH:29]=[CH:28][C:27]([OH:30])=[C:26]([CH3:31])[CH:25]=1)([C:6]1[CH:11]=[CH:10][C:9]([C:12]#[C:13][CH:14]([OH:22])[C:15]2([CH3:21])[CH2:20][CH2:19][CH2:18][CH2:17][CH2:16]2)=[C:8]([CH3:23])[CH:7]=1)[CH2:4][CH3:5])[CH3:2], predict the reaction product. The product is: [CH2:1]([C:3]([C:24]1[CH:29]=[CH:28][C:27]([OH:30])=[C:26]([CH3:31])[CH:25]=1)([C:6]1[CH:11]=[CH:10][C:9]([CH2:12][CH2:13][CH:14]([OH:22])[C:15]2([CH3:21])[CH2:20][CH2:19][CH2:18][CH2:17][CH2:16]2)=[C:8]([CH3:23])[CH:7]=1)[CH2:4][CH3:5])[CH3:2]. (2) The product is: [N:1]([C@@H:4]([CH:12]1[CH2:17][CH2:16][CH:15]([CH2:18][OH:19])[CH2:14][CH2:13]1)[C:5](=[O:6])[N:7]1[CH2:11][CH2:10][S:9][CH2:8]1)=[N+:2]=[N-:3]. Given the reactants [N:1]([C@@H:4]([CH:12]1[CH2:17][CH2:16][CH:15]([CH2:18][O:19][Si](C(C)C)(C(C)C)C(C)C)[CH2:14][CH2:13]1)[C:5]([N:7]1[CH2:11][CH2:10][S:9][CH2:8]1)=[O:6])=[N+:2]=[N-:3], predict the reaction product. (3) Given the reactants O.[OH-].[Li+].[CH3:4][C:5]([O:8][C:9]([NH:11][CH2:12][CH2:13][C@H:14]([NH:19][C:20]([C:22]1[CH:27]=[CH:26][C:25]([F:28])=[CH:24][C:23]=1[NH:29][C:30]([NH:32][C:33]1[C:38]([CH3:39])=[CH:37][C:36]([CH3:40])=[CH:35][C:34]=1[CH3:41])=[O:31])=[O:21])[C:15]([O:17]C)=[O:16])=[O:10])([CH3:7])[CH3:6].O.Cl, predict the reaction product. The product is: [CH3:7][C:5]([O:8][C:9]([NH:11][CH2:12][CH2:13][C@H:14]([NH:19][C:20]([C:22]1[CH:27]=[CH:26][C:25]([F:28])=[CH:24][C:23]=1[NH:29][C:30]([NH:32][C:33]1[C:38]([CH3:39])=[CH:37][C:36]([CH3:40])=[CH:35][C:34]=1[CH3:41])=[O:31])=[O:21])[C:15]([OH:17])=[O:16])=[O:10])([CH3:4])[CH3:6]. (4) Given the reactants [C:1]([C:3]1[C:4]([C:20]([F:23])([F:22])[F:21])=[C:5]2[C:9](=[CH:10][CH:11]=1)[N:8]([CH2:12][C:13](=[NH:16])[NH:14][OH:15])[C:7]([CH2:17][CH2:18][CH3:19])=[CH:6]2)#[N:2].[CH3:24][S:25][C:26]1[CH:34]=[CH:33][CH:32]=[CH:31][C:27]=1[C:28](O)=O.CN(C(ON1N=NC2C=CC=NC1=2)=[N+](C)C)C.F[P-](F)(F)(F)(F)F.C(N(CC)CC)C, predict the reaction product. The product is: [CH3:24][S:25][C:26]1[CH:34]=[CH:33][CH:32]=[CH:31][C:27]=1[C:28]1[O:15][N:14]=[C:13]([CH2:12][N:8]2[C:9]3[C:5](=[C:4]([C:20]([F:22])([F:23])[F:21])[C:3]([C:1]#[N:2])=[CH:11][CH:10]=3)[CH:6]=[C:7]2[CH2:17][CH2:18][CH3:19])[N:16]=1.